This data is from Full USPTO retrosynthesis dataset with 1.9M reactions from patents (1976-2016). The task is: Predict the reactants needed to synthesize the given product. Given the product [N+:23]([C:18]1[CH:19]=[CH:20][CH:21]=[CH:22][C:17]=1[O:3][C:4]1[CH:5]=[C:6]([CH:9]=[CH:10][C:11]=1[O:12][CH:13]([F:14])[F:15])[CH:7]=[O:8])([O-:25])=[O:24], predict the reactants needed to synthesize it. The reactants are: [F-].[K+].[OH:3][C:4]1[CH:5]=[C:6]([CH:9]=[CH:10][C:11]=1[O:12][CH:13]([F:15])[F:14])[CH:7]=[O:8].F[C:17]1[CH:22]=[CH:21][CH:20]=[CH:19][C:18]=1[N+:23]([O-:25])=[O:24].O.